From a dataset of Forward reaction prediction with 1.9M reactions from USPTO patents (1976-2016). Predict the product of the given reaction. (1) The product is: [F:36][C:32]1[CH:31]=[C:30]2[C:35](=[CH:34][CH:33]=1)[NH:27][C:28]([C:2]1[N:7]=[C:6]([NH:8][C:9]3[CH:17]=[CH:16][C:12]([C:13]([OH:15])=[O:14])=[CH:11][C:10]=3[O:18][CH3:19])[CH:5]=[N:4][CH:3]=1)=[CH:29]2. Given the reactants Cl[C:2]1[N:7]=[C:6]([NH:8][C:9]2[CH:17]=[CH:16][C:12]([C:13]([OH:15])=[O:14])=[CH:11][C:10]=2[O:18][CH3:19])[CH:5]=[N:4][CH:3]=1.C([N:27]1[C:35]2[C:30](=[CH:31][C:32]([F:36])=[CH:33][CH:34]=2)[CH:29]=[C:28]1B(O)O)(OC(C)(C)C)=O.C(=O)(O)[O-].[Na+], predict the reaction product. (2) Given the reactants Cl[C:2]1[C:11]([CH:12]=[O:13])=[CH:10][C:9]2[C:4](=[C:5]([Cl:14])[CH:6]=[CH:7][CH:8]=2)[N:3]=1.C([O-])([O-])=O.[Na+].[Na+].[N:21]1[CH:26]=[CH:25][CH:24]=[C:23](B(O)O)[CH:22]=1, predict the reaction product. The product is: [Cl:14][C:5]1[CH:6]=[CH:7][CH:8]=[C:9]2[C:4]=1[N:3]=[C:2]([C:23]1[CH:22]=[N:21][CH:26]=[CH:25][CH:24]=1)[C:11]([CH:12]=[O:13])=[CH:10]2. (3) Given the reactants [CH2:1]([N:3]1[C:7]2=[N:8][C:9]([CH2:44][CH3:45])=[C:10]([CH2:19][NH:20][C:21](=[O:43])[C:22]3[CH:27]=[CH:26][C:25]([NH:28][C:29](=[O:42])[CH2:30][CH2:31][CH2:32][CH2:33][CH2:34][CH2:35][CH2:36][N:37]([CH2:39][CH2:40][OH:41])[CH3:38])=[CH:24][CH:23]=3)[C:11]([NH:12][CH:13]3[CH2:18][CH2:17][O:16][CH2:15][CH2:14]3)=[C:6]2[CH:5]=[N:4]1)[CH3:2].[BrH:46], predict the reaction product. The product is: [BrH:46].[CH2:1]([N:3]1[C:7]2=[N:8][C:9]([CH2:44][CH3:45])=[C:10]([CH2:19][NH:20][C:21](=[O:43])[C:22]3[CH:27]=[CH:26][C:25]([NH:28][C:29](=[O:42])[CH2:30][CH2:31][CH2:32][CH2:33][CH2:34][CH2:35][CH2:36][N:37]([CH2:39][CH2:40][OH:41])[CH3:38])=[CH:24][CH:23]=3)[C:11]([NH:12][CH:13]3[CH2:14][CH2:15][O:16][CH2:17][CH2:18]3)=[C:6]2[CH:5]=[N:4]1)[CH3:2]. (4) Given the reactants [NH:1]([C:7]([O:9][C:10]([CH3:13])([CH3:12])[CH3:11])=[O:8])[C@H:2]([C:4]([OH:6])=O)[CH3:3].CCN(C(C)C)C(C)C.C1CN([P+](ON2N=NC3C=CC=CC2=3)(N2CCCC2)N2CCCC2)CC1.F[P-](F)(F)(F)(F)F.[CH2:56]([NH:58][C:59]1[C:64]([NH2:65])=[CH:63][CH:62]=[CH:61][N:60]=1)[CH3:57], predict the reaction product. The product is: [CH2:56]([NH:58][C:59]1[C:64]([NH:65][C:4](=[O:6])[CH:2]([NH:1][C:7](=[O:8])[O:9][C:10]([CH3:13])([CH3:12])[CH3:11])[CH3:3])=[CH:63][CH:62]=[CH:61][N:60]=1)[CH3:57]. (5) Given the reactants [NH2:1][C:2]1[CH:7]=[CH:6][C:5]([OH:8])=[C:4]([C:9]2[N:13]([CH3:14])[N:12]=[CH:11][C:10]=2[Cl:15])[CH:3]=1.[F:16][C:17]1[CH:25]=[C:24]([O:26][CH3:27])[CH:23]=[CH:22][C:18]=1[C:19](O)=[O:20].CCN(C(C)C)C(C)C.CN(C(ON1N=NC2C=CC=NC1=2)=[N+](C)C)C.F[P-](F)(F)(F)(F)F, predict the reaction product. The product is: [Cl:15][C:10]1[CH:11]=[N:12][N:13]([CH3:14])[C:9]=1[C:4]1[CH:3]=[C:2]([NH:1][C:19](=[O:20])[C:18]2[CH:22]=[CH:23][C:24]([O:26][CH3:27])=[CH:25][C:17]=2[F:16])[CH:7]=[CH:6][C:5]=1[OH:8]. (6) Given the reactants C(N(CC)CC)C.[CH3:8][N:9]([CH3:13])[C:10](Cl)=[O:11].[Cl:14][C:15]1[CH:20]=[CH:19][C:18]([F:21])=[CH:17][C:16]=1[C:22]1[CH2:26][NH:25][CH:24]([C:27]2[CH:32]=[CH:31][CH:30]=[CH:29][CH:28]=2)[CH:23]=1, predict the reaction product. The product is: [Cl:14][C:15]1[CH:20]=[CH:19][C:18]([F:21])=[CH:17][C:16]=1[C:22]1[CH2:26][N:25]([C:10]([N:9]([CH3:13])[CH3:8])=[O:11])[CH:24]([C:27]2[CH:32]=[CH:31][CH:30]=[CH:29][CH:28]=2)[CH:23]=1.